This data is from Forward reaction prediction with 1.9M reactions from USPTO patents (1976-2016). The task is: Predict the product of the given reaction. (1) Given the reactants [CH3:1][O:2][C:3]([C:5]1[C:13]2[C:8](=[CH:9][CH:10]=[C:11]([CH:14]=O)[CH:12]=2)[NH:7][N:6]=1)=[O:4].N/[C:17](=[CH:20]\[CH3:21])/[C:18]#[N:19], predict the reaction product. The product is: [CH3:1][O:2][C:3]([C:5]1[C:13]2[C:8](=[CH:9][CH:10]=[C:11]([CH:14]3[C:13]([C:5]#[N:6])=[C:8]([CH3:9])[NH:7][C:20]([CH3:21])=[C:17]3[C:18]#[N:19])[CH:12]=2)[NH:7][N:6]=1)=[O:4]. (2) Given the reactants [CH2:1]([N:3]([CH2:30][CH3:31])[CH2:4][CH2:5][NH:6][C:7]([C:9]1[C:17]2[CH2:16][CH2:15][CH2:14]/[C:13](=[C:18]3/[C:19](=[O:28])[NH:20][C:21]4[C:26]/3=[CH:25][C:24]([F:27])=[CH:23][CH:22]=4)/[C:12]=2[NH:11][C:10]=1[CH3:29])=[O:8])[CH3:2].C(#N)C.[C:35]([OH:38])(=[O:37])[CH3:36], predict the reaction product. The product is: [C:35]([OH:38])(=[O:37])[CH3:36].[CH2:30]([N:3]([CH2:1][CH3:2])[CH2:4][CH2:5][NH:6][C:7]([C:9]1[C:17]2[CH2:16][CH2:15][CH2:14]/[C:13](=[C:18]3/[C:19](=[O:28])[NH:20][C:21]4[C:26]/3=[CH:25][C:24]([F:27])=[CH:23][CH:22]=4)/[C:12]=2[NH:11][C:10]=1[CH3:29])=[O:8])[CH3:31]. (3) Given the reactants [CH:1]1([CH2:7][S:8][C:9]2[CH:10]=[C:11]([CH:14]=[C:15]([CH3:17])[CH:16]=2)[CH:12]=[O:13])[CH2:6][CH2:5][CH2:4][CH2:3][CH2:2]1.[C:18](#[N:20])[CH3:19], predict the reaction product. The product is: [CH:1]1([CH2:7][S:8][C:9]2[CH:10]=[C:11]([CH:12]([OH:13])[CH2:19][C:18]#[N:20])[CH:14]=[C:15]([CH3:17])[CH:16]=2)[CH2:2][CH2:3][CH2:4][CH2:5][CH2:6]1. (4) The product is: [CH2:3]([O:10][C:11]([NH:13][NH:14][C@H:15]([C:19]([N:21]1[CH2:26][CH2:25][CH:24]([O:27][C:28]2[CH:37]=[CH:36][C:35]([F:38])=[CH:34][C:29]=2[C:30]([OH:32])=[O:31])[CH2:23][CH2:22]1)=[O:20])[CH:16]([CH3:18])[CH3:17])=[O:12])[C:4]1[CH:9]=[CH:8][CH:7]=[CH:6][CH:5]=1. Given the reactants [OH-].[Na+].[CH2:3]([O:10][C:11]([NH:13][NH:14][C@H:15]([C:19]([N:21]1[CH2:26][CH2:25][CH:24]([O:27][C:28]2[CH:37]=[CH:36][C:35]([F:38])=[CH:34][C:29]=2[C:30]([O:32]C)=[O:31])[CH2:23][CH2:22]1)=[O:20])[CH:16]([CH3:18])[CH3:17])=[O:12])[C:4]1[CH:9]=[CH:8][CH:7]=[CH:6][CH:5]=1.Cl, predict the reaction product. (5) Given the reactants [C:1]([O:5][C:6]([N:8]1[CH2:12][C@@H:11]([O:13][C:14]2[C:23]3[C:18](=[C:19]([Cl:26])[C:20]([O:24][CH3:25])=[CH:21][CH:22]=3)[N:17]=[C:16]([C:27]3[S:28][CH:29]=[C:30]([CH:32]([CH3:34])[CH3:33])[N:31]=3)[CH:15]=2)[CH2:10][C@H:9]1[C:35]([OH:37])=O)=[O:7])([CH3:4])([CH3:3])[CH3:2].F[B-](F)(F)F.N1(OC(N(C)C)=[N+](C)C)C2C=CC=CC=2N=N1.S(C1C=CC(C)=CC=1)(O)(=O)=O.[CH3:71][NH:72][CH2:73][CH2:74][CH2:75][CH2:76][CH:77]=[CH2:78].C(N(C(C)C)CC)(C)C, predict the reaction product. The product is: [Cl:26][C:19]1[C:20]([O:24][CH3:25])=[CH:21][CH:22]=[C:23]2[C:18]=1[N:17]=[C:16]([C:27]1[S:28][CH:29]=[C:30]([CH:32]([CH3:34])[CH3:33])[N:31]=1)[CH:15]=[C:14]2[O:13][C@@H:11]1[CH2:12][N:8]([C:6]([O:5][C:1]([CH3:3])([CH3:2])[CH3:4])=[O:7])[C@H:9]([C:35](=[O:37])[N:72]([CH2:73][CH2:74][CH2:75][CH2:76][CH:77]=[CH2:78])[CH3:71])[CH2:10]1. (6) Given the reactants [CH2:1]([S:3][CH2:4][C:5]1[CH:10]=[CH:9][CH:8]=[CH:7][C:6]=1[N+:11]([O-])=O)[CH3:2].[CH:14]([Mg]Br)=[CH2:15].[Cl-].[NH4+], predict the reaction product. The product is: [CH2:1]([S:3][CH2:4][C:5]1[CH:10]=[CH:9][CH:8]=[C:7]2[C:6]=1[NH:11][CH:15]=[CH:14]2)[CH3:2]. (7) Given the reactants FC(F)(F)S(O[C@H:7]1[C@H:11]2[O:12][CH2:13][C@@H:14]([O:15][S:16]([C:19]3[CH:24]=[CH:23][C:22]([CH3:25])=[CH:21][CH:20]=3)(=[O:18])=[O:17])[C@H:10]2[O:9][CH2:8]1)(=O)=O.[CH2:28]([NH2:35])[C:29]1[CH:34]=[CH:33][CH:32]=[CH:31][CH:30]=1, predict the reaction product. The product is: [CH2:28]([NH:35][C@@H:7]1[C@H:11]2[O:12][CH2:13][C@@H:14]([O:15][S:16]([C:19]3[CH:24]=[CH:23][C:22]([CH3:25])=[CH:21][CH:20]=3)(=[O:17])=[O:18])[C@H:10]2[O:9][CH2:8]1)[C:29]1[CH:34]=[CH:33][CH:32]=[CH:31][CH:30]=1. (8) Given the reactants [CH3:1][O:2][C:3]1[CH:8]=[CH:7][C:6](B(O)O)=[CH:5][CH:4]=1.[Cl:12][C:13]1[CH:18]=[C:17]([CH2:19][OH:20])[CH:16]=[C:15]([Cl:21])[C:14]=1[OH:22].N1C=CC=CC=1.C(N(CC)CC)C, predict the reaction product. The product is: [Cl:12][C:13]1[CH:18]=[C:17]([CH:16]=[C:15]([Cl:21])[C:14]=1[O:22][C:6]1[CH:7]=[CH:8][C:3]([O:2][CH3:1])=[CH:4][CH:5]=1)[CH2:19][OH:20]. (9) Given the reactants Br[CH2:2][C:3](=O)[CH3:4].[Cl:6][C:7]1[CH:12]=[CH:11][N:10]=[C:9]([CH3:13])[CH:8]=1, predict the reaction product. The product is: [Cl:6][C:7]1[CH:12]=[CH:11][N:10]2[C:9]([CH:8]=1)=[CH:13][C:3]([CH3:4])=[CH:2]2.